From a dataset of Catalyst prediction with 721,799 reactions and 888 catalyst types from USPTO. Predict which catalyst facilitates the given reaction. (1) Reactant: FC(F)(F)C(O)=O.[CH:8]1([CH2:11][O:12][C:13]2[C:21]([C:22]3[C:23]4[CH:32]=[N:31][N:30](COCC[Si](C)(C)C)[C:24]=4[C:25](=[O:29])[N:26]([CH3:28])[CH:27]=3)=[CH:20][CH:19]=[C:18]3[C:14]=2[CH:15]=[N:16][N:17]3[CH3:41])[CH2:10][CH2:9]1.[OH-].[NH4+].O. Product: [CH:8]1([CH2:11][O:12][C:13]2[C:21]([C:22]3[C:23]4[CH:32]=[N:31][NH:30][C:24]=4[C:25](=[O:29])[N:26]([CH3:28])[CH:27]=3)=[CH:20][CH:19]=[C:18]3[C:14]=2[CH:15]=[N:16][N:17]3[CH3:41])[CH2:10][CH2:9]1. The catalyst class is: 61. (2) The catalyst class is: 11. Reactant: [F:1][C:2]([F:21])([F:20])[C:3]1[CH:8]=[CH:7][C:6]([C:9]2(O)[C:18]3[C:13](=[CH:14][CH:15]=[CH:16][CH:17]=3)[O:12][CH2:11][CH2:10]2)=[CH:5][CH:4]=1.[Si]([N:26]=[N+:27]=[N-:28])(C)(C)C.B(F)(F)F.CCOCC. Product: [N:26]([C:9]1([C:6]2[CH:7]=[CH:8][C:3]([C:2]([F:21])([F:20])[F:1])=[CH:4][CH:5]=2)[C:18]2[C:13](=[CH:14][CH:15]=[CH:16][CH:17]=2)[O:12][CH2:11][CH2:10]1)=[N+:27]=[N-:28]. (3) Reactant: C[Si](C)(C)N[Si](C)(C)C.[Li].[CH3:11][C:12]1[N:13]=[C:14]([NH:17][C:18](=[O:41])[CH2:19][C:20]2[CH:25]=[CH:24][C:23]([O:26][C:27]3[C:36]4[C:31](=[CH:32][C:33]([O:39][CH3:40])=[C:34]([O:37][CH3:38])[CH:35]=4)[N:30]=[CH:29][CH:28]=3)=[CH:22][CH:21]=2)[S:15][CH:16]=1.S(OC)(O[CH3:46])(=O)=O. Product: [CH3:46][N:17]([C:14]1[S:15][CH:16]=[C:12]([CH3:11])[N:13]=1)[C:18](=[O:41])[CH2:19][C:20]1[CH:25]=[CH:24][C:23]([O:26][C:27]2[C:36]3[C:31](=[CH:32][C:33]([O:39][CH3:40])=[C:34]([O:37][CH3:38])[CH:35]=3)[N:30]=[CH:29][CH:28]=2)=[CH:22][CH:21]=1. The catalyst class is: 118. (4) Reactant: [CH3:1][C:2]([CH3:18])([CH2:7][CH2:8][C:9]1[CH:14]=[CH:13][C:12]([N+:15]([O-])=O)=[CH:11][CH:10]=1)[CH2:3][N:4]([CH3:6])[CH3:5]. Product: [CH3:6][N:4]([CH3:5])[CH2:3][C:2]([CH3:1])([CH3:18])[CH2:7][CH2:8][C:9]1[CH:10]=[CH:11][C:12]([NH2:15])=[CH:13][CH:14]=1. The catalyst class is: 43. (5) Reactant: [C:1]([OH:6])(=[O:5])[C:2](C)=C.C1(C)C=CC(S(O)(=O)=[O:14])=CC=1.[CH3:22][C:23]1([CH3:27])N([O])[C:23]([CH3:27])([CH3:26])[CH2:22]C[CH2:26]1. Product: [CH2:1]1[O:6][CH2:2]1.[OH:14][CH2:22][C:23]([CH3:27])([CH2:1][OH:5])[CH3:26]. The catalyst class is: 11. (6) Reactant: [CH2:1]1OC(O)C[O:3][CH:2]1O.[NH2:9][C:10]1[CH:19]=[C:18]2[C:13]([CH:14]=[C:15]([C:21]3[CH:26]=[CH:25][CH:24]=[CH:23][C:22]=3[C:27]([F:30])([F:29])[F:28])[NH:16][C:17]2=[O:20])=[CH:12][CH:11]=1.[C:31]([BH3-])#N.[Na+].C=O. Product: [OH:3][CH2:2][CH2:1][N:9]([CH3:31])[C:10]1[CH:19]=[C:18]2[C:13]([CH:14]=[C:15]([C:21]3[CH:26]=[CH:25][CH:24]=[CH:23][C:22]=3[C:27]([F:30])([F:28])[F:29])[NH:16][C:17]2=[O:20])=[CH:12][CH:11]=1. The catalyst class is: 130. (7) Reactant: [NH2:1][CH2:2][C:3]1[CH:8]=[CH:7][C:6]([NH2:9])=[CH:5][CH:4]=1.C(N(CC)CC)C.[CH3:17][C:18]([O:21][C:22](O[C:22]([O:21][C:18]([CH3:20])([CH3:19])[CH3:17])=[O:23])=[O:23])([CH3:20])[CH3:19].C([O-])(O)=O.[Na+]. Product: [C:18]([O:21][C:22](=[O:23])[NH:1][CH2:2][C:3]1[CH:8]=[CH:7][C:6]([NH2:9])=[CH:5][CH:4]=1)([CH3:20])([CH3:19])[CH3:17]. The catalyst class is: 22. (8) The catalyst class is: 13. Product: [OH:20][C:21]1([CH2:24][O:25][C@H:26]2[CH2:31][CH2:30][C@H:29]([N:32]3[C:37](=[O:38])[C:36]([CH2:39][C:40]4[CH:45]=[CH:44][C:43]([C:46]5[CH:51]=[CH:50][CH:49]=[CH:48][C:47]=5[C:52]5[NH:53][C:4](=[O:7])[O:5][N:3]=5)=[CH:42][CH:41]=4)=[C:35]([CH2:54][CH2:55][CH3:56])[N:34]4[N:57]=[CH:58][CH:59]=[C:33]34)[CH2:28][CH2:27]2)[CH2:23][CH2:22]1. Reactant: [Cl-].O[NH3+:3].[C:4](=[O:7])([O-])[OH:5].[Na+].CS(C)=O.[Si]([O:20][C:21]1([CH2:24][O:25][C@H:26]2[CH2:31][CH2:30][C@H:29]([N:32]3[C:37](=[O:38])[C:36]([CH2:39][C:40]4[CH:45]=[CH:44][C:43]([C:46]5[C:47]([C:52]#[N:53])=[CH:48][CH:49]=[CH:50][CH:51]=5)=[CH:42][CH:41]=4)=[C:35]([CH2:54][CH2:55][CH3:56])[N:34]4[N:57]=[CH:58][CH:59]=[C:33]34)[CH2:28][CH2:27]2)[CH2:23][CH2:22]1)(C(C)(C)C)(C)C. (9) Reactant: C([O:8][C:9]1[CH:28]=[CH:27][CH:26]=[CH:25][C:10]=1[O:11][CH2:12][CH2:13][CH2:14][CH2:15][CH2:16][CH2:17][N:18]([CH2:22][CH2:23][OH:24])[CH2:19][CH2:20][OH:21])C1C=CC=CC=1.[H][H]. Product: [OH:8][C:9]1[CH:28]=[CH:27][CH:26]=[CH:25][C:10]=1[O:11][CH2:12][CH2:13][CH2:14][CH2:15][CH2:16][CH2:17][N:18]([CH2:22][CH2:23][OH:24])[CH2:19][CH2:20][OH:21]. The catalyst class is: 63. (10) Reactant: [Cl:1][C:2]1[CH:7]=[CH:6][C:5]([C@@:8]2([O:19][CH3:20])[C@H:13]([OH:14])[C@@H:12]([OH:15])[C@H:11]([OH:16])[C@@H:10]([CH2:17][OH:18])[O:9]2)=[CH:4][C:3]=1[CH2:21][C:22]1[CH:27]=[CH:26][C:25]([O:28][CH2:29][CH3:30])=[C:24]([F:31])[C:23]=1[F:32].[Si:33](Cl)([C:36]([CH3:39])([CH3:38])[CH3:37])([CH3:35])[CH3:34].N1C=CN=C1. Product: [Si:33]([O:18][CH2:17][C@H:10]1[O:9][C@:8]([C:5]2[CH:6]=[CH:7][C:2]([Cl:1])=[C:3]([CH2:21][C:22]3[CH:27]=[CH:26][C:25]([O:28][CH2:29][CH3:30])=[C:24]([F:31])[C:23]=3[F:32])[CH:4]=2)([O:19][CH3:20])[C@H:13]([OH:14])[C@@H:12]([OH:15])[C@@H:11]1[OH:16])([C:36]([CH3:39])([CH3:38])[CH3:37])([CH3:35])[CH3:34]. The catalyst class is: 4.